This data is from Full USPTO retrosynthesis dataset with 1.9M reactions from patents (1976-2016). The task is: Predict the reactants needed to synthesize the given product. (1) Given the product [C:1]([C:5]1[N:6]=[C:7]([N:16]2[CH2:20][CH2:19][C:18]([F:21])([F:22])[CH2:17]2)[C:8]2[N:13]=[N:12][N:11]([CH2:14][C:15]3[CH:44]=[CH:45][CH:46]=[C:47]([Cl:51])[CH:48]=3)[C:9]=2[N:10]=1)([CH3:2])([CH3:3])[CH3:4], predict the reactants needed to synthesize it. The reactants are: [C:1]([C:5]1[N:6]=[C:7]([N:16]2[CH2:20][CH2:19][C:18]([F:22])([F:21])[CH2:17]2)[C:8]2[N:13]=[N:12][N:11]([CH2:14][CH3:15])[C:9]=2[N:10]=1)([CH3:4])([CH3:3])[CH3:2].C(C1N=C(N2CCC(F)(F)C2)C2N=NNC=2N=1)(C)(C)C.Br[CH2:44][C:45]1C=C[CH:48]=[C:47]([Cl:51])[CH:46]=1. (2) Given the product [Cl:1][C:2]1[N:3]([CH2:7][CH3:8])[C:4]([B:22]([OH:27])[OH:23])=[CH:5][N:6]=1, predict the reactants needed to synthesize it. The reactants are: [Cl:1][C:2]1[N:3]([CH2:7][CH3:8])[CH:4]=[CH:5][N:6]=1.CN(CCN(C)C)C.[Li]CCCC.[B:22](OC(C)C)([O:27]C(C)C)[O:23]C(C)C.Cl.